From a dataset of Full USPTO retrosynthesis dataset with 1.9M reactions from patents (1976-2016). Predict the reactants needed to synthesize the given product. (1) Given the product [Br:14][CH2:12][C:11]1[C:5]2[O:4][C:3]([CH2:1][CH3:2])([CH3:13])[O:7][C:6]=2[CH:8]=[CH:9][CH:10]=1, predict the reactants needed to synthesize it. The reactants are: [CH2:1]([C:3]1([CH3:13])[O:7][C:6]2[CH:8]=[CH:9][CH:10]=[C:11]([CH3:12])[C:5]=2[O:4]1)[CH3:2].[Br:14]N1C(=O)CCC1=O.CC(N=NC(C#N)(C)C)(C#N)C. (2) Given the product [Br-:33].[OH:9][C:8]([C:16]1[CH:21]=[CH:20][CH:19]=[CH:18][CH:17]=1)([C:10]1[CH:15]=[CH:14][CH:13]=[CH:12][CH:11]=1)[C:4]12[CH2:7][N+:1]([CH2:32][CH2:31][CH2:30][CH2:29][O:28][C:22]3[CH:27]=[CH:26][CH:25]=[CH:24][CH:23]=3)([CH2:6][CH2:5]1)[CH2:2][CH2:3]2, predict the reactants needed to synthesize it. The reactants are: [N:1]12[CH2:7][C:4]([C:8]([C:16]3[CH:21]=[CH:20][CH:19]=[CH:18][CH:17]=3)([C:10]3[CH:15]=[CH:14][CH:13]=[CH:12][CH:11]=3)[OH:9])([CH2:5][CH2:6]1)[CH2:3][CH2:2]2.[C:22]1([O:28][CH2:29][CH2:30][CH2:31][CH2:32][Br:33])[CH:27]=[CH:26][CH:25]=[CH:24][CH:23]=1. (3) Given the product [CH2:1]([O:3][C:4](=[O:15])[CH2:5][C:6]1[N:23]([C:18]2[C:17]([F:16])=[CH:22][CH:21]=[CH:20][N:19]=2)[N:24]=[CH:8][CH:7]=1)[CH3:2], predict the reactants needed to synthesize it. The reactants are: [CH2:1]([O:3][C:4](=[O:15])[CH:5]=[C:6](OCC)[CH:7]=[CH:8]OCC)[CH3:2].[F:16][C:17]1[C:18]([NH:23][NH2:24])=[N:19][CH:20]=[CH:21][CH:22]=1. (4) Given the product [CH:11]1[C:12]2[C:17](=[CH:16][CH:15]=[CH:14][CH:13]=2)[CH:18]=[C:9]([C:7]([NH:6][C@@H:4]([CH2:5][C:32]2[CH:31]=[CH:30][C:29]([C:28]3[CH:34]=[C:33]([C:35]([F:38])([F:37])[F:36])[CH:32]=[CH:31][CH:30]=3)=[CH:34][C:33]=2[C:35]([F:38])([F:37])[F:36])[C:3]([OH:2])=[O:26])=[O:8])[N:10]=1, predict the reactants needed to synthesize it. The reactants are: C[O:2][C:3](=[O:26])[C@:4](C1C=CC(Br)=CC=1)([NH:6][C:7]([C:9]1[N:10]=[CH:11][C:12]2[C:17]([CH:18]=1)=[CH:16][CH:15]=[CH:14][CH:13]=2)=[O:8])[CH3:5].F[C:28](F)(F)[C:29]1[CH:30]=[C:31](B(O)O)[CH:32]=[C:33]([C:35]([F:38])([F:37])[F:36])[CH:34]=1. (5) Given the product [F:24][C:25]1[CH:33]=[C:32]2[C:28]([C:29]([C:41]3[CH:46]=[CH:45][C:44]([N:47]4[CH2:52][CH2:51][O:50][CH2:49][C:48]4=[O:53])=[N:43][CH:42]=3)=[CH:30][NH:31]2)=[CH:27][CH:26]=1, predict the reactants needed to synthesize it. The reactants are: FC1C=C2C(C(C3C=CC(N4CCC(N)CC4)=NC=3)=CN2)=CC=1.[F:24][C:25]1[CH:33]=[C:32]2[C:28]([C:29]([C:41]3[CH:42]=[N:43][C:44]([N:47]4[CH2:52][CH2:51][O:50][CH2:49][C:48]4=[O:53])=[CH:45][CH:46]=3)=[CH:30][N:31]2C(OC(C)(C)C)=O)=[CH:27][CH:26]=1.